This data is from Full USPTO retrosynthesis dataset with 1.9M reactions from patents (1976-2016). The task is: Predict the reactants needed to synthesize the given product. (1) Given the product [N:18]1[C:19]2[C:14](=[CH:13][C:12]([CH2:11][N:8]3[C:6]4=[N:7][C:2]([C:22]#[N:23])=[CH:3][N:4]=[C:5]4[N:10]=[N:9]3)=[CH:21][CH:20]=2)[CH:15]=[CH:16][CH:17]=1, predict the reactants needed to synthesize it. The reactants are: Br[C:2]1[N:7]=[C:6]2[N:8]([CH2:11][C:12]3[CH:13]=[C:14]4[C:19](=[CH:20][CH:21]=3)[N:18]=[CH:17][CH:16]=[CH:15]4)[N:9]=[N:10][C:5]2=[N:4][CH:3]=1.[C:22]([Zn]C#N)#[N:23].[NH4+].[Cl-].CCOC(C)=O. (2) Given the product [CH2:11]([O:10][C:8]([N:4]1[CH2:5][CH2:6][CH2:7][C:2]([CH3:1])([C:18]([OH:20])=[O:19])[CH2:3]1)=[O:9])[C:12]1[CH:13]=[CH:14][CH:15]=[CH:16][CH:17]=1, predict the reactants needed to synthesize it. The reactants are: [CH3:1][C:2]1([C:18]([O:20]CC)=[O:19])[CH2:7][CH2:6][CH2:5][N:4]([C:8]([O:10][CH2:11][C:12]2[CH:17]=[CH:16][CH:15]=[CH:14][CH:13]=2)=[O:9])[CH2:3]1.[Li+].[OH-]. (3) Given the product [F:24][C:25]1[CH:37]=[C:36]([C:2]2[C:10]3[O:9][C:8]([NH:11][C:12]4[CH:22]=[CH:21][C:15]([C:16]([N:18]([CH3:20])[CH3:19])=[O:17])=[C:14]([CH3:23])[CH:13]=4)=[N:7][C:6]=3[CH:5]=[CH:4][CH:3]=2)[CH:35]=[CH:34][C:26]=1[CH2:27][N:28]1[CH2:29][CH2:30][O:31][CH2:32][CH2:33]1, predict the reactants needed to synthesize it. The reactants are: Br[C:2]1[C:10]2[O:9][C:8]([NH:11][C:12]3[CH:22]=[CH:21][C:15]([C:16]([N:18]([CH3:20])[CH3:19])=[O:17])=[C:14]([CH3:23])[CH:13]=3)=[N:7][C:6]=2[CH:5]=[CH:4][CH:3]=1.[F:24][C:25]1[CH:37]=[C:36]([Sn](C)(C)C)[CH:35]=[CH:34][C:26]=1[CH2:27][N:28]1[CH2:33][CH2:32][O:31][CH2:30][CH2:29]1. (4) Given the product [NH2:4][C:5]1[N:13]=[CH:12][N:11]=[C:10]2[C:6]=1[N:7]=[C:8]([CH3:14])[N:9]2[CH:21]1[C:17]([CH3:16])([OH:50])[CH:18]([OH:41])[CH:19]([CH2:31][OH:32])[O:20]1, predict the reactants needed to synthesize it. The reactants are: CN(C)C=[N:4][C:5]1[N:13]=[CH:12][N:11]=[C:10]2[C:6]=1[N:7]=[C:8]([CH3:14])[NH:9]2.[CH3:16][C@:17]1([O:50]C(C2C=CC=CC=2)=O)[C@H:21](OC(C2C=CC=CC=2)=O)[O:20][C@H:19]([CH2:31][O:32]C(C2C=CC=CC=2)=O)[C@H:18]1[O:41]C(C1C=CC=CC=1)=O.[Si](OS(C(F)(F)F)(=O)=O)(C)(C)C. (5) Given the product [NH2:1][C:2]1[C:10]([O:11][CH3:12])=[C:9]2[C:5]([CH2:6][CH2:7][CH:8]2[CH2:13][CH2:14][NH:15][C:16](=[O:18])[CH3:17])=[CH:4][CH:3]=1, predict the reactants needed to synthesize it. The reactants are: [NH2:1][C:2]1[C:10]([O:11][CH3:12])=[C:9]2[C:5]([CH2:6][CH2:7][C:8]2=[CH:13][CH2:14][NH:15][C:16](=[O:18])[CH3:17])=[CH:4][CH:3]=1.